From a dataset of Forward reaction prediction with 1.9M reactions from USPTO patents (1976-2016). Predict the product of the given reaction. Given the reactants [F:1][C:2]1[CH:25]=[CH:24][C:5]([O:6][C:7]2[CH:12]=[CH:11][C:10]([C:13]3[N:18]=[C:17]([C:19]([OH:21])=[O:20])[CH:16]=[C:15]([CH:22]=[CH2:23])[N:14]=3)=[CH:9][CH:8]=2)=[CH:4][CH:3]=1.[CH:26]1C=CC2N(O)N=NC=2C=1.C(Cl)CCl.CO, predict the reaction product. The product is: [F:1][C:2]1[CH:25]=[CH:24][C:5]([O:6][C:7]2[CH:8]=[CH:9][C:10]([C:13]3[N:18]=[C:17]([C:19]([O:21][CH3:26])=[O:20])[CH:16]=[C:15]([CH:22]=[CH2:23])[N:14]=3)=[CH:11][CH:12]=2)=[CH:4][CH:3]=1.